From a dataset of Reaction yield outcomes from USPTO patents with 853,638 reactions. Predict the reaction yield, written as a fraction of the theoretical maximum amount of product (1.0 means a 100% yield; for example, 0.34 means a 34% yield). (1) The reactants are [N:1]1[C:2]2[N:3]([C:14]3[CH:20]=[CH:19][CH:18]=[CH:17][C:15]=3[N:16]=2)[C:4]([C:7]2[CH:13]=[CH:12][C:10]([NH2:11])=[CH:9][CH:8]=2)=[CH:5][CH:6]=1.[C:21](O[C:21]([O:23][C:24]([CH3:27])([CH3:26])[CH3:25])=[O:22])([O:23][C:24]([CH3:27])([CH3:26])[CH3:25])=[O:22]. The catalyst is C(Cl)Cl. The product is [N:1]1[C:2]2[N:3]([C:14]3[CH:20]=[CH:19][CH:18]=[CH:17][C:15]=3[N:16]=2)[C:4]([C:7]2[CH:8]=[CH:9][C:10]([NH:11][C:21](=[O:22])[O:23][C:24]([CH3:27])([CH3:26])[CH3:25])=[CH:12][CH:13]=2)=[CH:5][CH:6]=1. The yield is 0.530. (2) The reactants are [Br:1][C:2]1[S:6][C:5]([C:7]([OH:9])=O)=[N:4][CH:3]=1.C(Cl)(=O)C(Cl)=O.C[N:17](C=O)C. The catalyst is ClCCl. The product is [Br:1][C:2]1[S:6][C:5]([C:7]([NH2:17])=[O:9])=[N:4][CH:3]=1. The yield is 0.250.